This data is from NCI-60 drug combinations with 297,098 pairs across 59 cell lines. The task is: Regression. Given two drug SMILES strings and cell line genomic features, predict the synergy score measuring deviation from expected non-interaction effect. Drug 1: CCC1=CC2CC(C3=C(CN(C2)C1)C4=CC=CC=C4N3)(C5=C(C=C6C(=C5)C78CCN9C7C(C=CC9)(C(C(C8N6C)(C(=O)OC)O)OC(=O)C)CC)OC)C(=O)OC.C(C(C(=O)O)O)(C(=O)O)O. Drug 2: B(C(CC(C)C)NC(=O)C(CC1=CC=CC=C1)NC(=O)C2=NC=CN=C2)(O)O. Cell line: DU-145. Synergy scores: CSS=55.4, Synergy_ZIP=-3.40, Synergy_Bliss=-4.02, Synergy_Loewe=-0.645, Synergy_HSA=-1.27.